From a dataset of Full USPTO retrosynthesis dataset with 1.9M reactions from patents (1976-2016). Predict the reactants needed to synthesize the given product. (1) Given the product [Cl:25][CH2:2][C:3]1[CH:4]=[C:5]([N:9]2[C:13]([C:14]([O:16][CH2:17][CH3:18])=[O:15])=[CH:12][C:11]([Si:19]([CH3:22])([CH3:21])[CH3:20])=[N:10]2)[CH:6]=[CH:7][CH:8]=1, predict the reactants needed to synthesize it. The reactants are: O[CH2:2][C:3]1[CH:4]=[C:5]([N:9]2[C:13]([C:14]([O:16][CH2:17][CH3:18])=[O:15])=[CH:12][C:11]([Si:19]([CH3:22])([CH3:21])[CH3:20])=[N:10]2)[CH:6]=[CH:7][CH:8]=1.S(Cl)([Cl:25])=O. (2) Given the product [CH3:20][CH:21]1[CH2:26][C:25]2([O:19][C:14]3[CH:15]=[CH:16][CH:17]=[CH:18][C:13]=3[N:8]3[CH:9]=[CH:10][CH:11]=[C:12]23)[CH2:24][CH2:23][N:22]1[C:28]([O:30][C:31]([CH3:32])([CH3:34])[CH3:33])=[O:29], predict the reactants needed to synthesize it. The reactants are: FC(F)(F)C(O)=O.[N:8]1([C:13]2[CH:18]=[CH:17][CH:16]=[CH:15][C:14]=2[OH:19])[CH:12]=[CH:11][CH:10]=[CH:9]1.[CH3:20][CH:21]1[CH2:26][C:25](=O)[CH2:24][CH2:23][N:22]1[C:28]([O:30][C:31]([CH3:34])([CH3:33])[CH3:32])=[O:29]. (3) Given the product [C:1]([CH:5]1[N:6]2[CH:7]([CH2:34][C:33](=[O:35])[C:27]([C:28]([O:30][CH2:31][CH3:32])=[O:29])=[CH:26]2)[C:8]2[CH:9]=[C:10]([O:21][CH3:22])[C:11]([O:15][CH2:16][CH2:17][CH2:18][O:19][CH3:20])=[CH:12][C:13]=2[CH2:14]1)([CH3:4])([CH3:2])[CH3:3], predict the reactants needed to synthesize it. The reactants are: [C:1]([CH:5]1[CH2:14][C:13]2[C:8](=[CH:9][C:10]([O:21][CH3:22])=[C:11]([O:15][CH2:16][CH2:17][CH2:18][O:19][CH3:20])[CH:12]=2)[CH:7]=[N:6]1)([CH3:4])([CH3:3])[CH3:2].C(O[CH:26]=[C:27]([C:33](=[O:35])[CH3:34])[C:28]([O:30][CH2:31][CH3:32])=[O:29])C. (4) Given the product [CH2:1]([C:4]1[S:29][C:7]2[N:8]=[C:9]([O:25][CH2:26][CH2:27][NH:28][S:40]([CH3:39])(=[O:42])=[O:41])[N:10]=[C:11]([N:12]3[CH2:17][CH2:16][N:15]4[C:18]([C:21]([F:22])([F:24])[F:23])=[N:19][N:20]=[C:14]4[CH2:13]3)[C:6]=2[CH:5]=1)[CH2:2][CH3:3], predict the reactants needed to synthesize it. The reactants are: [CH2:1]([C:4]1[S:29][C:7]2[N:8]=[C:9]([O:25][CH2:26][CH2:27][NH2:28])[N:10]=[C:11]([N:12]3[CH2:17][CH2:16][N:15]4[C:18]([C:21]([F:24])([F:23])[F:22])=[N:19][N:20]=[C:14]4[CH2:13]3)[C:6]=2[CH:5]=1)[CH2:2][CH3:3].C(N(C(C)C)CC)(C)C.[CH3:39][S:40](Cl)(=[O:42])=[O:41]. (5) Given the product [N:1]1([CH2:6][C:7]2[S:15][C:14]3[CH2:13][CH2:12][NH:11][CH2:10][C:9]=3[CH:8]=2)[CH2:5][CH2:4][CH2:3][CH2:2]1, predict the reactants needed to synthesize it. The reactants are: [N:1]1([CH2:6][C:7]2[S:15][C:14]3[CH2:13][CH2:12][N:11](C(OC(C)(C)C)=O)[CH2:10][C:9]=3[CH:8]=2)[CH2:5][CH2:4][CH2:3][CH2:2]1.FC(F)(F)C(O)=O.